Dataset: Full USPTO retrosynthesis dataset with 1.9M reactions from patents (1976-2016). Task: Predict the reactants needed to synthesize the given product. (1) Given the product [Cl:1][C:2]1[CH:3]=[CH:4][C:5]([CH2:6][NH:7][C:8]([C:10]2[CH:11]=[C:12]3[C:13]([C:14](=[O:16])[N:31]([CH2:30][C:29]4[NH:28][N:27]=[N:26][N:25]=4)[C:21](=[S:22])[NH:20]3)=[CH:18][CH:19]=2)=[O:9])=[CH:23][CH:24]=1, predict the reactants needed to synthesize it. The reactants are: [Cl:1][C:2]1[CH:24]=[CH:23][C:5]([CH2:6][NH:7][C:8]([C:10]2[CH:19]=[CH:18][C:13]([C:14]([O:16]C)=O)=[C:12]([N:20]=[C:21]=[S:22])[CH:11]=2)=[O:9])=[CH:4][CH:3]=1.[NH:25]1[C:29]([CH2:30][NH2:31])=[N:28][N:27]=[N:26]1.Cl.C(OCC)(=O)C. (2) Given the product [CH2:8]([O:12][CH2:19][C:18]1[CH:21]=[CH:22][C:15]([C:13]#[N:14])=[CH:16][CH:17]=1)[CH2:9][CH2:10][CH3:11], predict the reactants needed to synthesize it. The reactants are: [H-].[Na+].C1COCC1.[CH2:8]([OH:12])[CH2:9][CH2:10][CH3:11].[C:13]([C:15]1[CH:22]=[CH:21][C:18]([CH2:19]Br)=[CH:17][CH:16]=1)#[N:14]. (3) Given the product [NH2:15][CH2:14][CH2:13][O:10][C:9]1[C:2]([CH3:1])=[CH:3][C:4]([C:5]2[NH:44][C:42](=[O:43])[C:41]3[C:40](=[CH:48][C:47]([O:49][CH3:50])=[CH:46][C:45]=3[O:51][CH3:52])[N:39]=2)=[CH:7][C:8]=1[CH3:11], predict the reactants needed to synthesize it. The reactants are: [CH3:1][C:2]1[CH:3]=[C:4]([CH:7]=[C:8]([CH3:11])[C:9]=1[OH:10])[CH:5]=O.Br[CH2:13][CH2:14][N:15]1C(=O)C2=CC=CC=C2C1=O.C([O-])([O-])=O.[K+].[K+].[Na+].[I-].CCOCC.[NH2:39][C:40]1[CH:48]=[C:47]([O:49][CH3:50])[CH:46]=[C:45]([O:51][CH3:52])[C:41]=1[C:42]([NH2:44])=[O:43].OS([O-])=O.[Na+].CC1C=CC(S(O)(=O)=O)=CC=1.O.